From a dataset of NCI-60 drug combinations with 297,098 pairs across 59 cell lines. Regression. Given two drug SMILES strings and cell line genomic features, predict the synergy score measuring deviation from expected non-interaction effect. (1) Drug 1: C1CC(=O)NC(=O)C1N2CC3=C(C2=O)C=CC=C3N. Drug 2: CC1=C2C(C(=O)C3(C(CC4C(C3C(C(C2(C)C)(CC1OC(=O)C(C(C5=CC=CC=C5)NC(=O)OC(C)(C)C)O)O)OC(=O)C6=CC=CC=C6)(CO4)OC(=O)C)O)C)O. Cell line: A498. Synergy scores: CSS=15.1, Synergy_ZIP=-8.11, Synergy_Bliss=-3.22, Synergy_Loewe=-1.79, Synergy_HSA=-1.82. (2) Drug 1: C1=CC(=CC=C1C#N)C(C2=CC=C(C=C2)C#N)N3C=NC=N3. Drug 2: CN(CCCl)CCCl.Cl. Cell line: UACC62. Synergy scores: CSS=19.1, Synergy_ZIP=-6.42, Synergy_Bliss=-1.78, Synergy_Loewe=-1.42, Synergy_HSA=-0.694. (3) Drug 1: CC1C(C(CC(O1)OC2CC(CC3=C2C(=C4C(=C3O)C(=O)C5=C(C4=O)C(=CC=C5)OC)O)(C(=O)C)O)N)O.Cl. Drug 2: CC12CCC3C(C1CCC2OP(=O)(O)O)CCC4=C3C=CC(=C4)OC(=O)N(CCCl)CCCl.[Na+]. Cell line: RXF 393. Synergy scores: CSS=8.70, Synergy_ZIP=-5.68, Synergy_Bliss=-3.70, Synergy_Loewe=-5.64, Synergy_HSA=-2.97.